From a dataset of Forward reaction prediction with 1.9M reactions from USPTO patents (1976-2016). Predict the product of the given reaction. (1) Given the reactants Cl.[Cl:2][C:3]1[CH:8]=[CH:7][C:6]([CH2:9][CH2:10][NH:11]C(=O)OC(C)(C)C)=[CH:5][C:4]=1[C:19]([NH:21][CH2:22][C:23]12[CH2:32][CH:27]3[CH2:28][CH:29]([CH2:31][CH:25]([CH2:26]3)[CH2:24]1)[CH2:30]2)=[O:20], predict the reaction product. The product is: [ClH:2].[NH2:11][CH2:10][CH2:9][C:6]1[CH:7]=[CH:8][C:3]([Cl:2])=[C:4]([CH:5]=1)[C:19]([NH:21][CH2:22][C:23]12[CH2:30][CH:29]3[CH2:31][CH:25]([CH2:26][CH:27]([CH2:28]3)[CH2:32]1)[CH2:24]2)=[O:20]. (2) Given the reactants [F:1][C:2]1[CH:18]=[CH:17][C:16]([F:19])=[CH:15][C:3]=1[O:4][C:5]1([CH2:13][OH:14])[CH2:10][CH2:9][CH2:8][N:7]([N:11]=O)[CH2:6]1, predict the reaction product. The product is: [NH2:11][N:7]1[CH2:8][CH2:9][CH2:10][C:5]([CH2:13][OH:14])([O:4][C:3]2[CH:15]=[C:16]([F:19])[CH:17]=[CH:18][C:2]=2[F:1])[CH2:6]1. (3) The product is: [Cl:9][C:10]1[CH:2]=[CH:3][C:4]([C:5]([N:7]([CH3:8])[CH3:6])=[O:1])=[CH:12][N:11]=1. Given the reactants [O:1]1[CH2:5][CH2:4][CH2:3][CH2:2]1.[CH3:6][NH:7][CH3:8].[Cl:9][C:10]1C=CC(CCl)=[CH:12][N:11]=1, predict the reaction product.